Dataset: Catalyst prediction with 721,799 reactions and 888 catalyst types from USPTO. Task: Predict which catalyst facilitates the given reaction. (1) Reactant: [C:1]1([C@H:7]2[C@@H:11]([C:12]3[CH:17]=[CH:16][CH:15]=[CH:14][CH:13]=3)[NH:10][C:9](=[S:18])[NH:8]2)[CH:6]=[CH:5][CH:4]=[CH:3][CH:2]=1.[F:19][C:20]([F:30])([F:29])[C:21]1[CH:28]=[CH:27][CH:26]=[CH:25][C:22]=1[CH2:23][Cl:24]. Product: [ClH:24].[F:19][C:20]([F:29])([F:30])[C:21]1[CH:28]=[CH:27][CH:26]=[CH:25][C:22]=1[CH2:23][S:18][C:9]1[NH:8][C@H:7]([C:1]2[CH:2]=[CH:3][CH:4]=[CH:5][CH:6]=2)[C@H:11]([C:12]2[CH:13]=[CH:14][CH:15]=[CH:16][CH:17]=2)[N:10]=1. The catalyst class is: 14. (2) Reactant: [CH3:1][O:2][C:3]([CH:5]1[CH2:9][C:8]2([S:14][CH2:13][CH2:12][CH2:11][S:10]2)[CH2:7][N:6]1[C:15](=[O:29])[CH:16]([NH:21]C(OC(C)(C)C)=O)[C:17]([CH3:20])([CH3:19])[CH3:18])=[O:4].Cl.O1CCOCC1. Product: [CH3:1][O:2][C:3]([CH:5]1[CH2:9][C:8]2([S:10][CH2:11][CH2:12][CH2:13][S:14]2)[CH2:7][N:6]1[C:15](=[O:29])[CH:16]([NH2:21])[C:17]([CH3:18])([CH3:19])[CH3:20])=[O:4]. The catalyst class is: 12. (3) Reactant: C([N:8]1[CH2:13][CH2:12][O:11][CH:10]([CH2:14][OH:15])[CH2:9]1)C1C=CC=CC=1.C(N1CCCOCC1)C1C=CC=CC=1.[F:30][C:31]([F:36])([F:35])[C:32]([OH:34])=[O:33]. Product: [F:30][C:31]([F:36])([F:35])[C:32]([OH:34])=[O:33].[OH:15][CH2:14][C@@H:10]1[O:11][CH2:12][CH2:13][NH:8][CH2:9]1. The catalyst class is: 352.